From a dataset of NCI-60 drug combinations with 297,098 pairs across 59 cell lines. Regression. Given two drug SMILES strings and cell line genomic features, predict the synergy score measuring deviation from expected non-interaction effect. Drug 1: CN(C)N=NC1=C(NC=N1)C(=O)N. Drug 2: C1=CC(=CC=C1CCCC(=O)O)N(CCCl)CCCl. Cell line: NCI-H226. Synergy scores: CSS=12.6, Synergy_ZIP=-1.52, Synergy_Bliss=6.47, Synergy_Loewe=-1.41, Synergy_HSA=4.40.